Dataset: Peptide-MHC class II binding affinity with 134,281 pairs from IEDB. Task: Regression. Given a peptide amino acid sequence and an MHC pseudo amino acid sequence, predict their binding affinity value. This is MHC class II binding data. (1) The peptide sequence is FNNGSLFKEKEVKKE. The MHC is DRB1_0101 with pseudo-sequence DRB1_0101. The binding affinity (normalized) is 0.409. (2) The peptide sequence is YDFFLANVSTVLTGK. The MHC is DRB1_1101 with pseudo-sequence DRB1_1101. The binding affinity (normalized) is 0.568.